From a dataset of Forward reaction prediction with 1.9M reactions from USPTO patents (1976-2016). Predict the product of the given reaction. The product is: [C:1]([O:5][C:6](=[O:19])[NH:7][C:8]1[CH:13]=[C:12]([N:20]2[CH2:24][CH2:23][CH2:22][CH2:21]2)[C:11]([F:15])=[CH:10][C:9]=1[N+:16]([O-:18])=[O:17])([CH3:4])([CH3:3])[CH3:2]. Given the reactants [C:1]([O:5][C:6](=[O:19])[NH:7][C:8]1[CH:13]=[C:12](Cl)[C:11]([F:15])=[CH:10][C:9]=1[N+:16]([O-:18])=[O:17])([CH3:4])([CH3:3])[CH3:2].[NH:20]1[CH2:24][CH2:23][CH2:22][CH2:21]1, predict the reaction product.